From a dataset of Forward reaction prediction with 1.9M reactions from USPTO patents (1976-2016). Predict the product of the given reaction. (1) Given the reactants [CH3:1][C:2]1[CH:11]=[CH:10][CH:9]=[C:8]2[C:3]=1[CH:4]=[CH:5][CH:6]=[C:7]2[OH:12].Cl[C:14]1[CH:21]=[CH:20][C:17]([C:18]#[N:19])=[CH:16][N:15]=1, predict the reaction product. The product is: [CH3:1][C:2]1[CH:11]=[CH:10][CH:9]=[C:8]2[C:3]=1[CH:4]=[CH:5][CH:6]=[C:7]2[O:12][C:14]1[CH:21]=[CH:20][C:17]([C:18]#[N:19])=[CH:16][N:15]=1. (2) Given the reactants C(N1C=CN=C1)(N1C=CN=C1)=O.[CH3:13][C:14]1[CH:15]=[C:16]([CH:20]=[CH:21][C:22]=1[N+:23]([O-:25])=[O:24])[C:17]([OH:19])=O.[CH2:26]([O:28][C:29](=[O:34])[CH2:30]C(O)=O)[CH3:27], predict the reaction product. The product is: [CH3:13][C:14]1[CH:15]=[C:16]([C:17](=[O:19])[CH2:30][C:29]([O:28][CH2:26][CH3:27])=[O:34])[CH:20]=[CH:21][C:22]=1[N+:23]([O-:25])=[O:24]. (3) The product is: [CH2:22]([C:6]1[C:5]([OH:4])=[CH:13][CH:12]=[C:11]2[C:7]=1[CH2:8][O:9][C:10]2([C:18]([F:21])([F:19])[F:20])[C:14]([F:15])([F:16])[F:17])[CH2:23][CH3:24]. Given the reactants COC[O:4][C:5]1[C:6]([CH2:22][CH2:23][CH3:24])=[C:7]2[C:11](=[CH:12][CH:13]=1)[C:10]([C:18]([F:21])([F:20])[F:19])([C:14]([F:17])([F:16])[F:15])[O:9][CH2:8]2.Cl.C(O)C, predict the reaction product. (4) Given the reactants [CH:1]1([S:4][CH2:5][CH2:6][CH2:7][N:8]2[C:16]3[C:11](=[CH:12][CH:13]=[C:14]([C:17]4[CH:18]=[N:19][C:20]([CH3:23])=[N:21][CH:22]=4)[CH:15]=3)[C:10]([CH3:25])([CH3:24])[C:9]2=[O:26])[CH2:3][CH2:2]1.[OH:27]OS([O-])=O.[K+].C(=O)([O-])[O-].[Na+].[Na+].[OH2:39], predict the reaction product. The product is: [CH:1]1([S:4]([CH2:5][CH2:6][CH2:7][N:8]2[C:16]3[C:11](=[CH:12][CH:13]=[C:14]([C:17]4[CH:22]=[N:21][C:20]([CH3:23])=[N:19][CH:18]=4)[CH:15]=3)[C:10]([CH3:24])([CH3:25])[C:9]2=[O:26])(=[O:27])=[O:39])[CH2:3][CH2:2]1. (5) Given the reactants [C:1]([O:5][C:6]([N:8]1[CH2:13][CH2:12][N:11]([CH2:14][C:15]2[S:16][CH:17]=[C:18]([C:20]([O-:22])=O)[N:19]=2)[CH2:10][CH2:9]1)=[O:7])([CH3:4])([CH3:3])[CH3:2].[Na+].[C:24]([NH2:28])([CH3:27])([CH3:26])[CH3:25].C(N(CC)CC)C.CCCP1(OP(CCC)(=O)OP(CCC)(=O)O1)=O, predict the reaction product. The product is: [C:24]([NH:28][C:20]([C:18]1[N:19]=[C:15]([CH2:14][N:11]2[CH2:10][CH2:9][N:8]([C:6]([O:5][C:1]([CH3:2])([CH3:4])[CH3:3])=[O:7])[CH2:13][CH2:12]2)[S:16][CH:17]=1)=[O:22])([CH3:27])([CH3:26])[CH3:25]. (6) Given the reactants [CH3:1][C:2]1[C:3]([N+:12]([O-:14])=[O:13])=[C:4]([CH:8]=[CH:9][C:10]=1[CH3:11])[C:5]([OH:7])=[O:6].S(Cl)(Cl)=O.[CH3:19]O, predict the reaction product. The product is: [CH3:1][C:2]1[C:3]([N+:12]([O-:14])=[O:13])=[C:4]([CH:8]=[CH:9][C:10]=1[CH3:11])[C:5]([O:7][CH3:19])=[O:6]. (7) Given the reactants [Cl:1][C:2]1[C:3]([C:17]([O:19][CH3:20])=[O:18])=[CH:4][CH:5]=[C:6]2[C:10]=1[NH:9][CH:8]=[C:7]2[CH:11]1[CH2:16][CH2:15][CH2:14][CH2:13][CH2:12]1.[Br-:21].[Br-].[Br-].[NH+]1C=CC=CC=1.[NH+]1C=CC=CC=1.[NH+]1C=CC=CC=1, predict the reaction product. The product is: [Br:21][C:8]1[NH:9][C:10]2[C:6]([C:7]=1[CH:11]1[CH2:16][CH2:15][CH2:14][CH2:13][CH2:12]1)=[CH:5][CH:4]=[C:3]([C:17]([O:19][CH3:20])=[O:18])[C:2]=2[Cl:1].